This data is from Forward reaction prediction with 1.9M reactions from USPTO patents (1976-2016). The task is: Predict the product of the given reaction. (1) Given the reactants [Li][CH2:2][CH2:3][CH2:4]C.[I-].C1([PH+](C2C=CC=CC=2)C2C=CC=CC=2)C=CC=CC=1.[CH2:26]([N:33]1[C:37](=[O:38])[CH2:36][C@H:35]([CH:39]=O)[CH2:34]1)[C:27]1[CH:32]=[CH:31][CH:30]=[CH:29][CH:28]=1, predict the reaction product. The product is: [CH2:26]([N:33]1[CH2:34][C@@H:35]([CH:39]=[C:3]([CH3:4])[CH3:2])[CH2:36][C:37]1=[O:38])[C:27]1[CH:32]=[CH:31][CH:30]=[CH:29][CH:28]=1. (2) Given the reactants [Br:1][C:2]1[CH:3]=[C:4]([CH:6]=[CH:7][C:8]=1[CH3:9])[NH2:5].[CH3:10][S:11](Cl)(=[O:13])=[O:12].CCOC(C)=O, predict the reaction product. The product is: [Br:1][C:2]1[CH:3]=[C:4]([NH:5][S:11]([CH3:10])(=[O:13])=[O:12])[CH:6]=[CH:7][C:8]=1[CH3:9]. (3) Given the reactants F[C:2]1[CH:3]=[C:4]2[C:9](=[CH:10][CH:11]=1)[CH:8]=[N:7][C:6]([O:12][S:13]([C:16]([F:19])([F:18])[F:17])(=[O:15])=[O:14])=[CH:5]2.[Cl:20]C1C=C2C(=CC=1)C=NC(O)=C2, predict the reaction product. The product is: [Cl:20][C:2]1[CH:3]=[C:4]2[C:9](=[CH:10][CH:11]=1)[CH:8]=[N:7][C:6]([O:12][S:13]([C:16]([F:19])([F:18])[F:17])(=[O:15])=[O:14])=[CH:5]2. (4) Given the reactants C[O:2][C:3]([C:5]1[C:31]([N:32]2[CH2:36][CH2:35][C:34]([F:38])([F:37])[CH2:33]2)=[CH:30][C:8]2[N:9]([CH3:29])[C:10]([NH:12][C:13]3[C:18]([Cl:19])=[CH:17][CH:16]=[C:15]([CH2:20][NH:21][C:22](=[O:27])[C:23]([CH3:26])([CH3:25])[CH3:24])[C:14]=3[Cl:28])=[N:11][C:7]=2[CH:6]=1)=[O:4].[OH-].[Na+], predict the reaction product. The product is: [Cl:28][C:14]1[C:15]([CH2:20][NH:21][C:22](=[O:27])[C:23]([CH3:26])([CH3:25])[CH3:24])=[CH:16][CH:17]=[C:18]([Cl:19])[C:13]=1[NH:12][C:10]1[N:9]([CH3:29])[C:8]2[CH:30]=[C:31]([N:32]3[CH2:36][CH2:35][C:34]([F:37])([F:38])[CH2:33]3)[C:5]([C:3]([OH:4])=[O:2])=[CH:6][C:7]=2[N:11]=1.